From a dataset of Catalyst prediction with 721,799 reactions and 888 catalyst types from USPTO. Predict which catalyst facilitates the given reaction. (1) The catalyst class is: 21. Reactant: [O:1]=[C:2]1[O:8][C@H:7]([C@H:9]([CH2:11][OH:12])[OH:10])[C:5]([OH:6])=[C:3]1[OH:4].[OH:13][C:14]([CH2:16][CH2:17][CH2:18][CH2:19][C@H:20]1[C@@H:28]2[C@@H:23]([NH:24][C:25]([NH:27]2)=[O:26])[CH2:22][S:21]1)=O. Product: [O:26]=[C:25]1[NH:27][C@@H:28]2[C@H:20]([CH2:19][CH2:18][CH2:17][CH2:16][C:14]([O:12][CH2:11][C@H:9]([C@@H:7]3[C:5]([OH:6])=[C:3]([OH:4])[C:2](=[O:1])[O:8]3)[OH:10])=[O:13])[S:21][CH2:22][C@@H:23]2[NH:24]1. (2) Reactant: [OH-].[Na+].[OH:3][C:4]1[CH:28]=[CH:27][C:26]([CH:29]2[CH2:34][CH2:33][N:32]([CH2:35][CH2:36][OH:37])[CH2:31][CH2:30]2)=[CH:25][C:5]=1[C:6]([NH:8][C:9]1[CH:18]=[C:17]([C:19]2[CH:24]=[CH:23][CH:22]=[CH:21][CH:20]=2)[CH:16]=[CH:15][C:10]=1[C:11]([O:13]C)=[O:12])=[O:7].Cl. Product: [OH:3][C:4]1[CH:28]=[CH:27][C:26]([CH:29]2[CH2:30][CH2:31][N:32]([CH2:35][CH2:36][OH:37])[CH2:33][CH2:34]2)=[CH:25][C:5]=1[C:6]([NH:8][C:9]1[CH:18]=[C:17]([C:19]2[CH:20]=[CH:21][CH:22]=[CH:23][CH:24]=2)[CH:16]=[CH:15][C:10]=1[C:11]([OH:13])=[O:12])=[O:7]. The catalyst class is: 5. (3) Reactant: [CH3:1][O:2][C:3]1[CH:4]=[C:5]([C:13]2[N:17]=[CH:16][N:15](/[CH:18]=[CH:19]\[C:20]([NH:22][NH2:23])=[O:21])[N:14]=2)[CH:6]=[C:7]([C:9]([F:12])([F:11])[F:10])[CH:8]=1.[CH3:24]OC(OC)OC.CS(O)(=O)=O.CCOC(C)=O.CCCCCC. Product: [CH3:1][O:2][C:3]1[CH:4]=[C:5]([C:13]2[N:17]=[CH:16][N:15](/[CH:18]=[CH:19]\[C:20]3[O:21][CH:24]=[N:23][N:22]=3)[N:14]=2)[CH:6]=[C:7]([C:9]([F:11])([F:12])[F:10])[CH:8]=1. The catalyst class is: 1. (4) Reactant: Br[CH2:2][C:3]1[CH:4]=[C:5]([CH:8]=[CH:9][CH:10]=1)[C:6]#[N:7].[N-:11]=[N+:12]=[N-:13].[Na+].O. Product: [N:11]([CH2:2][C:3]1[CH:4]=[C:5]([CH:8]=[CH:9][CH:10]=1)[C:6]#[N:7])=[N+:12]=[N-:13]. The catalyst class is: 3. (5) Product: [Cl:1][C:2]1[CH:3]=[CH:4][C:5]([C:8]([OH:9])([C:10]2[N:11]([CH3:15])[CH:12]=[N:13][CH:14]=2)[C:16]2[CH:17]=[C:18]3[C:23](=[CH:24][CH:25]=2)[NH:22][C:21](=[O:26])[CH:20]=[C:19]3[C:28]2[S:29][C:30]([CH3:33])=[CH:31][CH:32]=2)=[CH:6][CH:7]=1. The catalyst class is: 1. Reactant: [Cl:1][C:2]1[CH:7]=[CH:6][C:5]([C:8]([C:16]2[CH:17]=[C:18]3[C:23](=[CH:24][CH:25]=2)[N:22]=[C:21]([O:26]C)[CH:20]=[C:19]3[C:28]2[S:29][C:30]([CH3:33])=[CH:31][CH:32]=2)([C:10]2[N:11]([CH3:15])[CH:12]=[N:13][CH:14]=2)[OH:9])=[CH:4][CH:3]=1.Cl. (6) Reactant: [C:1]1([C:10]([O-:12])=[O:11])[CH:6]=[CH:5][C:4]([C:7]([O-:9])=[O:8])=[CH:3][CH:2]=1.[N+]([O-])([O-])=O.[Cr+3:17].[N+]([O-])([O-])=O.[N+]([O-])([O-])=O.F. Product: [C:10]([O-:12])(=[O:11])[C:1]1[CH:6]=[CH:5][C:4]([C:7]([O-:9])=[O:8])=[CH:3][CH:2]=1.[Cr+3:17].[C:10]([O-:12])(=[O:11])[C:1]1[CH:6]=[CH:5][C:4]([C:7]([O-:9])=[O:8])=[CH:3][CH:2]=1.[C:10]([O-:12])(=[O:11])[C:1]1[CH:6]=[CH:5][C:4]([C:7]([O-:9])=[O:8])=[CH:3][CH:2]=1.[Cr+3:17]. The catalyst class is: 6. (7) Product: [CH3:1][C:2]1([CH3:8])[O:7][CH2:6][CH2:5][N:4]([CH2:9][CH2:10][OH:11])[CH2:3]1. The catalyst class is: 26. Reactant: [CH3:1][C:2]1([CH3:8])[O:7][CH2:6][CH2:5][NH:4][CH2:3]1.[CH:9](=O)[CH2:10][OH:11].[BH-](OC(C)=O)(OC(C)=O)OC(C)=O.[Na+]. (8) Reactant: [NH2:1][C:2]([NH:4][C:5]1[NH:6][C:7]2[C:12]([C:13]=1[C:14]([NH2:16])=[O:15])=[CH:11][CH:10]=[C:9]([O:17][C:18]1[CH:23]=[CH:22][C:21]([NH2:24])=[CH:20][CH:19]=1)[CH:8]=2)=[O:3].[C:25](O)(=[O:27])[CH3:26].C(N(CC)C(C)C)(C)C.F[P-](F)(F)(F)(F)F.N1(OC(N(C)C)=[N+](C)C)C2N=CC=CC=2N=N1. Product: [C:25]([NH:24][C:21]1[CH:22]=[CH:23][C:18]([O:17][C:9]2[CH:8]=[C:7]3[C:12]([C:13]([C:14]([NH2:16])=[O:15])=[C:5]([NH:4][C:2]([NH2:1])=[O:3])[NH:6]3)=[CH:11][CH:10]=2)=[CH:19][CH:20]=1)(=[O:27])[CH3:26]. The catalyst class is: 35.